Dataset: Reaction yield outcomes from USPTO patents with 853,638 reactions. Task: Predict the reaction yield, written as a fraction of the theoretical maximum amount of product (1.0 means a 100% yield; for example, 0.34 means a 34% yield). (1) The reactants are [N:1]1[C:10]2[CH:9]([NH:11][CH2:12][CH2:13][CH2:14][CH2:15][N:16]3[C:24](=[O:25])[C:23]4[C:18](=[CH:19][CH:20]=[CH:21][CH:22]=4)[C:17]3=[O:26])[CH2:8][CH2:7][CH2:6][C:5]=2[CH:4]=[CH:3][CH:2]=1.C(O[BH-](O[C:37](=O)[CH3:38])OC(=O)C)(=O)C.[Na+]. The catalyst is C(Cl)Cl. The product is [CH2:2]([N:1]1[CH:10]=[C:9]([CH3:8])[N:11]=[C:37]1[CH2:38][N:11]([CH:9]1[C:10]2[N:1]=[CH:2][CH:3]=[CH:4][C:5]=2[CH2:6][CH2:7][CH2:8]1)[CH2:12][CH2:13][CH2:14][CH2:15][N:16]1[C:24](=[O:25])[C:23]2[C:18](=[CH:19][CH:20]=[CH:21][CH:22]=2)[C:17]1=[O:26])[CH:3]=[CH2:4]. The yield is 0.310. (2) The reactants are Br[C:2]1[CH:7]=[CH:6][C:5]([N:8]([C:13]2[C:32]([CH:33]3[CH2:35][CH2:34]3)=[CH:31][C:16]3[C:17]([C:27]([NH:29][CH3:30])=[O:28])=[C:18]([C:20]4[CH:25]=[CH:24][C:23]([F:26])=[CH:22][CH:21]=4)[O:19][C:15]=3[CH:14]=2)[S:9]([CH3:12])(=[O:11])=[O:10])=[CH:4][C:3]=1[Cl:36].[CH2:37]([OH:40])[CH:38]=[CH2:39].C1(P(C2C=CC=CC=2)CCCP(C2C=CC=CC=2)C2C=CC=CC=2)C=CC=CC=1.C(N(CC)CC)C. The catalyst is CS(C)=O.F[B-](F)(F)F.C([N+]1C=CN(C)C=1)CCC.C(OCC)(=O)C.C([O-])(=O)C.[Pd+2].C([O-])(=O)C. The product is [Cl:36][C:3]1[CH:4]=[C:5]([N:8]([C:13]2[C:32]([CH:33]3[CH2:35][CH2:34]3)=[CH:31][C:16]3[C:17]([C:27]([NH:29][CH3:30])=[O:28])=[C:18]([C:20]4[CH:25]=[CH:24][C:23]([F:26])=[CH:22][CH:21]=4)[O:19][C:15]=3[CH:14]=2)[S:9]([CH3:12])(=[O:11])=[O:10])[CH:6]=[CH:7][C:2]=1[C:38]([CH2:37][OH:40])=[CH2:39]. The yield is 0.240.